From a dataset of Full USPTO retrosynthesis dataset with 1.9M reactions from patents (1976-2016). Predict the reactants needed to synthesize the given product. Given the product [NH:5]1[C:13]2[C:8](=[CH:9][C:10]([C:14]3[N:18]([C:19]4[CH:24]=[CH:23][C:22]([S:25]([NH2:28])(=[O:27])=[O:26])=[CH:21][CH:20]=4)[N:17]=[C:16]([C:29]([F:31])([F:32])[F:30])[CH:15]=3)=[CH:11][CH:12]=2)[CH2:7][CH2:6]1, predict the reactants needed to synthesize it. The reactants are: C([BH3-])#N.[Na+].[NH:5]1[C:13]2[C:8](=[CH:9][C:10]([C:14]3[N:18]([C:19]4[CH:24]=[CH:23][C:22]([S:25]([NH2:28])(=[O:27])=[O:26])=[CH:21][CH:20]=4)[N:17]=[C:16]([C:29]([F:32])([F:31])[F:30])[CH:15]=3)=[CH:11][CH:12]=2)[CH:7]=[CH:6]1.C(=O)(O)[O-].[Na+].